Dataset: Catalyst prediction with 721,799 reactions and 888 catalyst types from USPTO. Task: Predict which catalyst facilitates the given reaction. (1) Reactant: [CH3:1][CH:2]([CH2:5][C:6]1[CH:11]=[CH:10][C:9]([CH:12]([CH3:14])[CH3:13])=[CH:8][CH:7]=1)[CH:3]=O.[C:15]([NH:19][OH:20])([CH3:18])([CH3:17])[CH3:16].CC1C=CC(S(O)(=O)=O)=CC=1. Product: [C:15]([N+:19]([O-:20])=[CH:3][CH:2]([CH3:1])[CH2:5][C:6]1[CH:11]=[CH:10][C:9]([CH:12]([CH3:14])[CH3:13])=[CH:8][CH:7]=1)([CH3:18])([CH3:17])[CH3:16]. The catalyst class is: 11. (2) Reactant: CS(O)(=O)=O.[NH2:6][CH2:7][C:8]1[CH:9]=[C:10]2[C:14](=[CH:15][CH:16]=1)[C:13](=[O:17])[N:12]([CH:18]1[CH2:23][CH2:22][C:21](=[O:24])[NH:20][C:19]1=[O:25])[CH2:11]2.[C:26]([N:33]1[CH:37]=[CH:36]N=C1)(N1C=CN=C1)=[O:27].Cl.[Cl:39][C:40]1[CH:41]=C(C=[CH:45][C:46]=1[O:47][CH2:48][CH2:49][O:50][CH2:51][CH2:52][O:53][CH3:54])N.Cl. Product: [Cl:39][C:40]1[CH:41]=[C:37]([NH:33][C:26]([NH:6][CH2:7][C:8]2[CH:9]=[C:10]3[C:14](=[CH:15][CH:16]=2)[C:13](=[O:17])[N:12]([CH:18]2[CH2:23][CH2:22][C:21](=[O:24])[NH:20][C:19]2=[O:25])[CH2:11]3)=[O:27])[CH:36]=[CH:45][C:46]=1[O:47][CH2:48][CH2:49][O:50][CH2:51][CH2:52][O:53][CH3:54]. The catalyst class is: 18. (3) Reactant: C([O:8][C:9]1[CH:18]=[C:17]2[C:12]([C:13]([O:19][C:20]3[CH:21]=[C:22]4[C:26](=[CH:27][CH:28]=3)[NH:25][CH:24]=[CH:23]4)=[CH:14][CH:15]=[N:16]2)=[CH:11][C:10]=1[C:29]#[N:30])C1C=CC=CC=1. Product: [C:29]([C:10]1[CH:11]=[C:12]2[C:17](=[CH:18][C:9]=1[OH:8])[N:16]=[CH:15][CH:14]=[C:13]2[O:19][C:20]1[CH:21]=[C:22]2[C:26](=[CH:27][CH:28]=1)[NH:25][CH:24]=[CH:23]2)#[N:30]. The catalyst class is: 457.